This data is from Forward reaction prediction with 1.9M reactions from USPTO patents (1976-2016). The task is: Predict the product of the given reaction. (1) Given the reactants [CH3:1][O:2][C:3]1[N:8]=[C:7]([O:9][CH3:10])[N:6]=[C:5]([CH:11]2[C:19]3[C:14](=[CH:15][CH:16]=[C:17]([O:20][CH3:21])[CH:18]=3)[NH:13][C:12]2=[O:22])[N:4]=1.CN1C=CN=C1.[F:29][CH:30]([F:35])[S:31](Cl)(=[O:33])=[O:32].O, predict the reaction product. The product is: [F:29][CH:30]([F:35])[S:31]([N:13]1[C:14]2[C:19](=[CH:18][C:17]([O:20][CH3:21])=[CH:16][CH:15]=2)[CH:11]([C:5]2[N:4]=[C:3]([O:2][CH3:1])[N:8]=[C:7]([O:9][CH3:10])[N:6]=2)[C:12]1=[O:22])(=[O:33])=[O:32]. (2) Given the reactants [Cl:1][C:2]1[CH:3]=[C:4]([CH:8]2[C:17]3[C:12](=[CH:13][CH:14]=[C:15]([C:18]([C:26]4[CH:31]=[CH:30][C:29]([F:32])=[CH:28][CH:27]=4)([C:20]4[N:24]([CH3:25])[CH:23]=[N:22][CH:21]=4)[OH:19])[CH:16]=3)[N:11]3[N:33]=[N:34][N:35]=[C:10]3[NH:9]2)[CH:5]=[CH:6][CH:7]=1, predict the reaction product. The product is: [Cl:1][C:2]1[CH:3]=[C:4]([CH:8]2[C:17]3[CH:16]=[C:15]([C:18]([C:26]4[CH:31]=[CH:30][C:29]([F:32])=[CH:28][CH:27]=4)([C:20]4[N:24]([CH3:25])[CH:23]=[N:22][CH:21]=4)[OH:19])[CH:14]=[CH:13][C:12]=3[NH:11][C:10]3=[N:35][N:34]=[N:33][N:9]23)[CH:5]=[CH:6][CH:7]=1. (3) Given the reactants [CH:1]([N:5]1[C:34]([CH2:35][CH3:36])=[C:8]2[N:9]=[C:10]([C:14]3[C:15]([O:31][CH2:32][CH3:33])=[N:16][CH:17]=[C:18]([S:20]([N:23]4[CH2:28][CH2:27][N:26]([CH2:29][CH3:30])[CH2:25][CH2:24]4)(=[O:22])=[O:21])[CH:19]=3)[NH:11][C:12](=[O:13])[C:7]2=[N:6]1)([CH2:3][CH3:4])[CH3:2].C[Si]([N-][Si](C)(C)C)(C)C.[K+].[CH3:47][O:48]CCO, predict the reaction product. The product is: [CH:1]([N:5]1[C:34]([CH2:35][CH3:36])=[C:8]2[N:9]=[C:10]([C:14]3[C:15]([O:31][CH2:32][CH2:33][O:48][CH3:47])=[N:16][CH:17]=[C:18]([S:20]([N:23]4[CH2:24][CH2:25][N:26]([CH2:29][CH3:30])[CH2:27][CH2:28]4)(=[O:21])=[O:22])[CH:19]=3)[NH:11][C:12](=[O:13])[C:7]2=[N:6]1)([CH2:3][CH3:4])[CH3:2]. (4) Given the reactants CO.[F:3][C:4]1[CH:26]=[CH:25][C:7]([NH:8][C:9]2[CH:21]=[C:20]([N+:22]([O-])=O)[CH:19]=[CH:18][C:10]=2[C:11]([O:13][C:14]([CH3:17])([CH3:16])[CH3:15])=[O:12])=[CH:6][CH:5]=1, predict the reaction product. The product is: [NH2:22][C:20]1[CH:19]=[CH:18][C:10]([C:11]([O:13][C:14]([CH3:17])([CH3:16])[CH3:15])=[O:12])=[C:9]([NH:8][C:7]2[CH:25]=[CH:26][C:4]([F:3])=[CH:5][CH:6]=2)[CH:21]=1. (5) Given the reactants [Cl:1][C:2]1[CH:21]=[C:20]([Cl:22])[CH:19]=[CH:18][C:3]=1[O:4][CH2:5][C:6]([NH:8][C:9]1[CH:10]=[C:11]([CH:15]=[CH:16][CH:17]=1)[C:12]([OH:14])=O)=[O:7].[NH2:23][CH2:24][C:25]1[CH:26]=[N:27][CH:28]=[CH:29][CH:30]=1.C(Cl)CCl.C1C=CC2N(O)N=NC=2C=1.CCN(C(C)C)C(C)C, predict the reaction product. The product is: [Cl:1][C:2]1[CH:21]=[C:20]([Cl:22])[CH:19]=[CH:18][C:3]=1[O:4][CH2:5][C:6]([NH:8][C:9]1[CH:10]=[C:11]([CH:15]=[CH:16][CH:17]=1)[C:12]([NH:23][CH2:24][C:25]1[CH:26]=[N:27][CH:28]=[CH:29][CH:30]=1)=[O:14])=[O:7]. (6) The product is: [CH3:1][O:2][C:3](=[O:33])[C:4]1[CH:9]=[CH:8][C:7]([CH2:10][N:11]2[CH:15]=[C:14]([C:16]3[CH:21]=[CH:20][C:19]([Cl:22])=[CH:18][C:17]=3[Cl:23])[N:13]=[C:12]2/[CH:24]=[CH:25]/[C:26]2[CH:31]=[CH:30][C:29]([C:41]3[CH:42]=[CH:43][C:38]([S:37][CH:34]([CH3:36])[CH3:35])=[CH:39][CH:40]=3)=[CH:28][CH:27]=2)=[CH:6][CH:5]=1. Given the reactants [CH3:1][O:2][C:3](=[O:33])[C:4]1[CH:9]=[CH:8][C:7]([CH2:10][N:11]2[CH:15]=[C:14]([C:16]3[CH:21]=[CH:20][C:19]([Cl:22])=[CH:18][C:17]=3[Cl:23])[N:13]=[C:12]2/[CH:24]=[CH:25]/[C:26]2[CH:31]=[CH:30][C:29](Br)=[CH:28][CH:27]=2)=[CH:6][CH:5]=1.[CH:34]([S:37][C:38]1[CH:43]=[CH:42][C:41](B(O)O)=[CH:40][CH:39]=1)([CH3:36])[CH3:35], predict the reaction product. (7) Given the reactants [NH2:1][C:2]1[C:11]2[C:6](=[CH:7][CH:8]=[C:9]([O:12][CH3:13])[CH:10]=2)[CH:5]=[C:4]([C:14]2[CH:19]=[CH:18][N:17]=[C:16]([NH:20][CH3:21])[N:15]=2)[CH:3]=1.O=[C:23]1[CH2:28][CH2:27][CH2:26][N:25](C(OC(C)(C)C)=O)[CH2:24]1.Cl, predict the reaction product. The product is: [CH3:13][O:12][C:9]1[CH:10]=[C:11]2[C:6](=[CH:7][CH:8]=1)[CH:5]=[C:4]([C:14]1[CH:19]=[CH:18][N:17]=[C:16]([NH:20][CH3:21])[N:15]=1)[CH:3]=[C:2]2[NH:1][CH:23]1[CH2:28][CH2:27][CH2:26][NH:25][CH2:24]1.